Dataset: Reaction yield outcomes from USPTO patents with 853,638 reactions. Task: Predict the reaction yield, written as a fraction of the theoretical maximum amount of product (1.0 means a 100% yield; for example, 0.34 means a 34% yield). (1) The reactants are [Si:1]([O:8][CH2:9][CH2:10][C:11]1([NH2:14])[CH2:13][CH2:12]1)([C:4]([CH3:7])([CH3:6])[CH3:5])([CH3:3])[CH3:2].[CH3:15][C:16]([O:19][C:20](O[C:20]([O:19][C:16]([CH3:18])([CH3:17])[CH3:15])=[O:21])=[O:21])([CH3:18])[CH3:17].C([O-])(O)=O.[Na+]. The catalyst is C1COCC1.O. The product is [Si:1]([O:8][CH2:9][CH2:10][C:11]1([NH:14][C:20](=[O:21])[O:19][C:16]([CH3:18])([CH3:17])[CH3:15])[CH2:13][CH2:12]1)([C:4]([CH3:7])([CH3:6])[CH3:5])([CH3:3])[CH3:2]. The yield is 0.900. (2) The yield is 0.670. The catalyst is CC(C)=O. The product is [Br:1][C:2]1[CH:3]=[C:4]2[C:10]([I:11])=[CH:9][NH:8][C:5]2=[N:6][CH:7]=1. The reactants are [Br:1][C:2]1[CH:3]=[C:4]2[CH:10]=[CH:9][NH:8][C:5]2=[N:6][CH:7]=1.[I:11]N1C(=O)CCC1=O. (3) The reactants are Cl.Cl.[NH2:3][CH2:4][C@@:5]1([OH:13])[CH:10]2[CH2:11][CH2:12][N:7]([CH2:8][CH2:9]2)[CH2:6]1.C([O-])([O-])=O.[Cs+].[Cs+].[N:20]([C:23]1[N:24]=[CH:25][C:26]2[C:31]([CH:32]=1)=[CH:30][CH:29]=[CH:28][CH:27]=2)=[C:21]=S.C(N=C=NC(C)C)(C)C. The catalyst is CN(C)C=O. The product is [CH:25]1[C:26]2[C:31](=[CH:30][CH:29]=[CH:28][CH:27]=2)[CH:32]=[C:23]([NH:20][C:21]2[O:13][C@:5]3([CH2:4][N:3]=2)[CH:10]2[CH2:9][CH2:8][N:7]([CH2:12][CH2:11]2)[CH2:6]3)[N:24]=1. The yield is 0.580. (4) The reactants are [C:1]1([CH3:25])[CH:6]=[CH:5][CH:4]=[CH:3][C:2]=1[C:7]1[N:8]=[C:9]2[C:15]3[CH:16]=[CH:17][CH:18]=[CH:19][C:14]=3[NH:13][C:12]3[N:20]=[CH:21][CH:22]=[CH:23][C:11]=3[N:10]2[CH:24]=1.[Br:26]N1C(=O)CCC1=O. The catalyst is C1COCC1. The product is [Br:26][C:24]1[N:10]2[C:11]3[CH:23]=[CH:22][CH:21]=[N:20][C:12]=3[NH:13][C:14]3[CH:19]=[CH:18][CH:17]=[CH:16][C:15]=3[C:9]2=[N:8][C:7]=1[C:2]1[CH:3]=[CH:4][CH:5]=[CH:6][C:1]=1[CH3:25]. The yield is 0.770. (5) The reactants are C[O:2][C:3]1[CH:12]=[CH:11][C:10]2[C:5](=[CH:6][CH:7]=[C:8]([C:13]3[CH:18]=[CH:17][C:16]([O:19]C)=[CH:15][CH:14]=3)[CH:9]=2)[CH:4]=1.Cl.[NH+]1C=CC=CC=1. No catalyst specified. The product is [OH:19][C:16]1[CH:17]=[CH:18][C:13]([C:8]2[CH:9]=[C:10]3[C:5](=[CH:6][CH:7]=2)[CH:4]=[C:3]([OH:2])[CH:12]=[CH:11]3)=[CH:14][CH:15]=1. The yield is 0.980.